This data is from Full USPTO retrosynthesis dataset with 1.9M reactions from patents (1976-2016). The task is: Predict the reactants needed to synthesize the given product. (1) The reactants are: [NH2:1][C:2]([NH:4][C:5]1[CH:9]=[C:8](Br)[S:7][C:6]=1[C:11]([NH2:13])=[O:12])=[O:3].C(=O)(O)[O-].[Na+].[CH:19]([C:21]1[CH:22]=[C:23](B(O)O)[CH:24]=[CH:25][CH:26]=1)=[O:20]. Given the product [NH2:1][C:2]([NH:4][C:5]1[CH:9]=[C:8]([C:24]2[CH:23]=[CH:22][C:21]([CH:19]=[O:20])=[CH:26][CH:25]=2)[S:7][C:6]=1[C:11]([NH2:13])=[O:12])=[O:3], predict the reactants needed to synthesize it. (2) Given the product [C@@H:1]([N:5]1[C:13]2[CH:12]=[C:11]([Cl:14])[N:10]=[CH:9][C:8]=2[C:7]([N:27]2[CH2:28][C:25]3([CH2:22][O:23][CH2:24]3)[CH2:26]2)=[N:6]1)([CH2:3][CH3:4])[CH3:2], predict the reactants needed to synthesize it. The reactants are: [C@@H:1]([N:5]1[C:13]2[CH:12]=[C:11]([Cl:14])[N:10]=[CH:9][C:8]=2[C:7](I)=[N:6]1)([CH2:3][CH3:4])[CH3:2].C(O)(=O)C(O)=O.[CH2:22]1[C:25]2([CH2:28][NH:27][CH2:26]2)[CH2:24][O:23]1.C1(P(C2C=CC=CC=2)C2C3OC4C(=CC=CC=4P(C4C=CC=CC=4)C4C=CC=CC=4)C(C)(C)C=3C=CC=2)C=CC=CC=1.C(=O)([O-])[O-].[Cs+].[Cs+]. (3) Given the product [NH2:80][C:78]1[S:77][N:76]=[C:75](/[C:71](=[N:70]/[O:69][C:50]([C:57]2[CH:62]=[CH:61][CH:60]=[CH:59][CH:58]=2)([C:51]2[CH:52]=[CH:53][CH:54]=[CH:55][CH:56]=2)[C:63]2[CH:68]=[CH:67][CH:66]=[CH:65][CH:64]=2)/[C:72]([NH:1][C@@H:2]2[C:9](=[O:10])[N:8]3[C@@H:3]2[S:4][CH2:5][C:6](/[CH:14]=[C:15]2/[C:16](=[O:36])[N:17]([C@@H:20]4[CH2:24][CH2:23][N:22]([C:25]([O:27][CH2:28][C:29]5[O:30][C:31](=[O:35])[O:32][C:33]=5[CH3:34])=[O:26])[CH2:21]4)[CH2:18][CH2:19]/2)=[C:7]3[C:11]([OH:13])=[O:12])=[O:73])[N:79]=1, predict the reactants needed to synthesize it. The reactants are: [NH2:1][C@@H:2]1[C:9](=[O:10])[N:8]2[C@@H:3]1[S:4][CH2:5][C:6](/[CH:14]=[C:15]1/[C:16](=[O:36])[N:17]([C@@H:20]3[CH2:24][CH2:23][N:22]([C:25]([O:27][CH2:28][C:29]4[O:30][C:31](=[O:35])[O:32][C:33]=4[CH3:34])=[O:26])[CH2:21]3)[CH2:18][CH2:19]/1)=[C:7]2[C:11]([OH:13])=[O:12].C[Si](C([Si](C)(C)C)C(N)=O)(C)C.Cl.[C:50]([O:69][N:70]=[C:71]([C:75]1[N:79]=[C:78]([NH2:80])[S:77][N:76]=1)[C:72](Cl)=[O:73])([C:63]1[CH:68]=[CH:67][CH:66]=[CH:65][CH:64]=1)([C:57]1[CH:62]=[CH:61][CH:60]=[CH:59][CH:58]=1)[C:51]1[CH:56]=[CH:55][CH:54]=[CH:53][CH:52]=1.O. (4) Given the product [F:1][C:2]1[CH:3]=[C:4]([C@H:9]2[O:17][C@@H:10]2[CH2:11][OH:12])[CH:5]=[C:6]([F:8])[CH:7]=1, predict the reactants needed to synthesize it. The reactants are: [F:1][C:2]1[CH:3]=[C:4]([CH:9]=[CH:10][CH2:11][OH:12])[CH:5]=[C:6]([F:8])[CH:7]=1.C([O:17]O)(C)(C)C.CCCCCCCCCC. (5) Given the product [S:39]1[CH:40]=[CH:41][CH:42]=[C:38]1[C:36]([NH:35][CH2:34][C@@H:33]([NH:32][C:4](=[O:6])[C@@H:3]([NH:7][C:8]([O:10][CH2:11][CH:12]([CH3:14])[CH3:13])=[O:9])[CH:2]([CH3:1])[CH3:15])[CH:43]([CH3:44])[CH3:45])=[O:37], predict the reactants needed to synthesize it. The reactants are: [CH3:1][CH:2]([CH3:15])[C@H:3]([NH:7][C:8]([O:10][CH2:11][CH:12]([CH3:14])[CH3:13])=[O:9])[C:4]([OH:6])=O.CN1CCOCC1.CC(C)COC(Cl)=O.Cl.[NH2:32][C@@H:33]([CH:43]([CH3:45])[CH3:44])[CH2:34][NH:35][C:36]([C:38]1[S:39][CH:40]=[CH:41][CH:42]=1)=[O:37].C(N(CC)CC)C. (6) Given the product [C:33]1([C:39]2[CH:40]=[CH:41][CH:42]=[CH:45][CH:46]=2)[CH:38]=[CH:37][C:36]([CH2:19][N:16]2[CH2:15][CH2:14][N:13]([CH2:12][CH:8]3[O:7][C:6]4=[N:5][C:4]([N+:1]([O-:3])=[O:2])=[CH:11][N:10]4[CH2:9]3)[CH2:18][CH2:17]2)=[CH:35][CH:34]=1, predict the reactants needed to synthesize it. The reactants are: [N+:1]([C:4]1[N:5]=[C:6]2[N:10]([CH:11]=1)[CH2:9][CH:8]([CH2:12][N:13]1[CH2:18][CH2:17][N:16]([C:19](OC(C)(C)C)=O)[CH2:15][CH2:14]1)[O:7]2)([O-:3])=[O:2].C(N(CC)CC)C.[C:33]1([C:39]2[CH:46]=[CH:45][C:42](C=O)=[CH:41][CH:40]=2)[CH:38]=[CH:37][CH:36]=[CH:35][CH:34]=1.[B-]C#N.[Na+].C(O)(=O)C.